This data is from Reaction yield outcomes from USPTO patents with 853,638 reactions. The task is: Predict the reaction yield, written as a fraction of the theoretical maximum amount of product (1.0 means a 100% yield; for example, 0.34 means a 34% yield). (1) The reactants are O1CCCC1.[O:6]([C:13]1[CH:14]=[C:15]([CH2:19][C:20](Cl)=[N:21][OH:22])[CH:16]=[CH:17][CH:18]=1)[C:7]1[CH:12]=[CH:11][CH:10]=[CH:9][CH:8]=1.[C:24]([C:26]1[C:27]([NH2:32])=[N:28][CH:29]=[CH:30][CH:31]=1)#[CH:25].C(N(CC)CC)C. The catalyst is O. The product is [O:6]([C:13]1[CH:14]=[C:15]([CH:16]=[CH:17][CH:18]=1)[CH2:19][C:20]1[CH:25]=[C:24]([C:26]2[C:27]([NH2:32])=[N:28][CH:29]=[CH:30][CH:31]=2)[O:22][N:21]=1)[C:7]1[CH:12]=[CH:11][CH:10]=[CH:9][CH:8]=1. The yield is 0.430. (2) The reactants are [Br:1][C:2]1[C:7]2[N:8]=[C:9]([CH3:11])[S:10][C:6]=2[CH:5]=[CH:4][C:3]=1[CH3:12].[Br:13]N1C(=O)CCC1=O.C(OOC(=O)C1C=CC=CC=1)(=O)C1C=CC=CC=1. The catalyst is C(Cl)(Cl)(Cl)Cl.ClCCl. The product is [Br:1][C:2]1[C:7]2[N:8]=[C:9]([CH3:11])[S:10][C:6]=2[CH:5]=[CH:4][C:3]=1[CH2:12][Br:13]. The yield is 0.740. (3) No catalyst specified. The product is [Cl:31][C:6]1[CH:5]=[N+:4]([O-:32])[CH:3]=[C:2]([Cl:1])[C:7]=1[CH2:8][C@H:9]([O:20][C:21]([C:23]1[S:24][C:25]([CH2:28][CH2:29][NH:67][CH:66]([C:38]2[CH:39]=[CH:40][CH:41]=[CH:42][CH:43]=2)[C:62](=[O:64])[O:65][C@@H:56]2[CH:71]3[CH2:61][CH2:60][N:57]([CH2:58][CH2:59]3)[CH2:55]2)=[CH:26][CH:27]=1)=[O:22])[C:10]1[CH:15]=[CH:14][C:13]([O:16][CH3:17])=[C:12]([O:18][CH3:19])[CH:11]=1. The yield is 0.180. The reactants are [Cl:1][C:2]1[CH:3]=[N+:4]([O-:32])[CH:5]=[C:6]([Cl:31])[C:7]=1[CH2:8][C@H:9]([O:20][C:21]([C:23]1[S:24][C:25]([CH2:28][CH2:29]O)=[CH:26][CH:27]=1)=[O:22])[C:10]1[CH:15]=[CH:14][C:13]([O:16][CH3:17])=[C:12]([O:18][CH3:19])[CH:11]=1.CC(OI1(OC(C)=O)(OC(C)=O)OC(=O)[C:43]2[CH:42]=[CH:41][CH:40]=[CH:39][C:38]1=2)=O.[CH2:55]([N:57]([CH2:60][CH3:61])[CH2:58][CH3:59])[CH3:56].[C:62]([OH:65])(=[O:64])C.[C:66]([BH3-])#[N:67].[Na+].Cl[CH2:71]Cl. (4) The reactants are [CH:1]1[C:10]2[C:5](=[CH:6][CH:7]=[CH:8][CH:9]=2)[CH:4]=[CH:3][C:2]=1[NH:11]N.[CH3:13][CH:14]([CH3:18])[C:15](=O)[CH3:16]. The catalyst is C(O)(=O)C. The product is [CH3:16][C:15]1[C:14]([CH3:18])([CH3:13])[C:1]2[C:10]3[C:5]([CH:4]=[CH:3][C:2]=2[N:11]=1)=[CH:6][CH:7]=[CH:8][CH:9]=3. The yield is 0.560.